From a dataset of Merck oncology drug combination screen with 23,052 pairs across 39 cell lines. Regression. Given two drug SMILES strings and cell line genomic features, predict the synergy score measuring deviation from expected non-interaction effect. (1) Drug 1: C#Cc1cccc(Nc2ncnc3cc(OCCOC)c(OCCOC)cc23)c1. Drug 2: CC(C)CC(NC(=O)C(Cc1ccccc1)NC(=O)c1cnccn1)B(O)O. Cell line: NCIH1650. Synergy scores: synergy=-14.3. (2) Drug 1: O=C(CCCCCCC(=O)Nc1ccccc1)NO. Drug 2: CCN(CC)CCNC(=O)c1c(C)[nH]c(C=C2C(=O)Nc3ccc(F)cc32)c1C. Cell line: COLO320DM. Synergy scores: synergy=-2.35. (3) Drug 1: O=C(CCCCCCC(=O)Nc1ccccc1)NO. Drug 2: NC(=O)c1cccc2cn(-c3ccc(C4CCCNC4)cc3)nc12. Cell line: CAOV3. Synergy scores: synergy=-10.7. (4) Synergy scores: synergy=27.0. Drug 1: O=S1(=O)NC2(CN1CC(F)(F)F)C1CCC2Cc2cc(C=CCN3CCC(C(F)(F)F)CC3)ccc2C1. Drug 2: Cn1c(=O)n(-c2ccc(C(C)(C)C#N)cc2)c2c3cc(-c4cnc5ccccc5c4)ccc3ncc21. Cell line: SKOV3. (5) Drug 1: Cn1nnc2c(C(N)=O)ncn2c1=O. Cell line: T47D. Synergy scores: synergy=-21.7. Drug 2: CCc1cnn2c(NCc3ccc[n+]([O-])c3)cc(N3CCCCC3CCO)nc12. (6) Drug 1: COc1cccc2c1C(=O)c1c(O)c3c(c(O)c1C2=O)CC(O)(C(=O)CO)CC3OC1CC(N)C(O)C(C)O1. Drug 2: C#Cc1cccc(Nc2ncnc3cc(OCCOC)c(OCCOC)cc23)c1. Cell line: A375. Synergy scores: synergy=-5.41. (7) Drug 1: Nc1ccn(C2OC(CO)C(O)C2(F)F)c(=O)n1. Drug 2: O=C(NOCC(O)CO)c1ccc(F)c(F)c1Nc1ccc(I)cc1F. Cell line: HT144. Synergy scores: synergy=9.52.